Dataset: Reaction yield outcomes from USPTO patents with 853,638 reactions. Task: Predict the reaction yield, written as a fraction of the theoretical maximum amount of product (1.0 means a 100% yield; for example, 0.34 means a 34% yield). (1) The reactants are Br[C:2]1[N:10]2[C:5]([C:6](=[O:11])[NH:7][CH:8]=[N:9]2)=[CH:4][N:3]=1.[C:12]1(B(O)O)[CH:17]=[CH:16][CH:15]=[CH:14][CH:13]=1.C(=O)([O-])[O-].[K+].[K+].ClCCl. The catalyst is C1C=CC(P(C2C=CC=CC=2)[C-]2C=CC=C2)=CC=1.C1C=CC(P(C2C=CC=CC=2)[C-]2C=CC=C2)=CC=1.Cl[Pd]Cl.[Fe+2].O.O1CCOCC1. The product is [C:12]1([C:2]2[N:10]3[C:5]([C:6](=[O:11])[NH:7][CH:8]=[N:9]3)=[CH:4][N:3]=2)[CH:17]=[CH:16][CH:15]=[CH:14][CH:13]=1. The yield is 0.670. (2) The reactants are [Si:1]([O:8][C:9]1[CH:10]=[C:11]([CH:14]=[CH:15][CH:16]=1)[CH:12]=O)([C:4]([CH3:7])([CH3:6])[CH3:5])([CH3:3])[CH3:2].Cl.[NH2:18][C@@H:19]([CH2:24][OH:25])[C:20]([O:22][CH3:23])=[O:21].[O-]S([O-])(=O)=O.[Mg+2].[BH4-].[Na+]. The catalyst is C(Cl)Cl.C(N(CC)CC)C. The product is [Si:1]([O:8][C:9]1[CH:10]=[C:11]([CH:14]=[CH:15][CH:16]=1)[CH2:12][NH:18][C@@H:19]([CH2:24][OH:25])[C:20]([O:22][CH3:23])=[O:21])([C:4]([CH3:7])([CH3:6])[CH3:5])([CH3:3])[CH3:2]. The yield is 0.960.